Dataset: Full USPTO retrosynthesis dataset with 1.9M reactions from patents (1976-2016). Task: Predict the reactants needed to synthesize the given product. Given the product [CH:21]1([CH2:20][C:4]([CH2:3][C:2]([F:18])([F:1])[C:9]([F:16])([F:17])[C:10]([F:14])([F:15])[CH:11]([F:13])[F:12])([C:7]#[N:8])[C:5]#[N:6])[CH2:23][CH2:22]1, predict the reactants needed to synthesize it. The reactants are: [F:1][C:2]([F:18])([C:9]([F:17])([F:16])[C:10]([F:15])([F:14])[CH:11]([F:13])[F:12])[CH2:3][CH:4]([C:7]#[N:8])[C:5]#[N:6].Br[CH2:20][CH:21]1[CH2:23][CH2:22]1.C(=O)([O-])[O-].[K+].[K+].Cl.